This data is from Catalyst prediction with 721,799 reactions and 888 catalyst types from USPTO. The task is: Predict which catalyst facilitates the given reaction. Reactant: S(S([O-])=O)([O-])(=O)=O.[Na+].[Na+].Cl.Cl.[CH3:12][C:13]1[CH:18]=[C:17]([CH3:19])[CH:16]=[C:15]([NH2:20])[C:14]=1[NH2:21].Cl.[CH3:23][C:24]1[C:29]([CH:30]=O)=[CH:28][N:27]=[C:26]([NH:32][CH2:33][CH2:34][CH2:35][CH:36]2[CH2:41][CH2:40][N:39]([CH3:42])[CH2:38][CH2:37]2)[N:25]=1.C(=O)([O-])[O-].[K+].[K+]. Product: [CH3:12][C:13]1[C:14]2[N:21]=[C:30]([C:29]3[C:24]([CH3:23])=[N:25][C:26]([NH:32][CH2:33][CH2:34][CH2:35][CH:36]4[CH2:37][CH2:38][N:39]([CH3:42])[CH2:40][CH2:41]4)=[N:27][CH:28]=3)[NH:20][C:15]=2[CH:16]=[C:17]([CH3:19])[CH:18]=1. The catalyst class is: 6.